From a dataset of Catalyst prediction with 721,799 reactions and 888 catalyst types from USPTO. Predict which catalyst facilitates the given reaction. (1) Product: [OH:37][NH:38][C:34]([CH:11]1[CH2:10][N:9]([C:1](=[O:8])[C:2]2[CH:3]=[CH:4][CH:5]=[CH:6][CH:7]=2)[C:15]2[CH:16]=[CH:17][CH:18]=[CH:19][C:14]=2[CH2:13][N:12]1[S:20]([C:23]1[CH:24]=[CH:25][C:26]([O:29][CH2:30][CH:31]=[C:32]=[CH2:33])=[CH:27][CH:28]=1)(=[O:22])=[O:21])=[O:36]. Reactant: [C:1]([N:9]1[C:15]2[CH:16]=[CH:17][CH:18]=[CH:19][C:14]=2[CH2:13][N:12]([S:20]([C:23]2[CH:28]=[CH:27][C:26]([O:29][CH2:30][CH:31]=[C:32]=[CH2:33])=[CH:25][CH:24]=2)(=[O:22])=[O:21])[CH:11]([C:34]([OH:36])=O)[CH2:10]1)(=[O:8])[C:2]1[CH:7]=[CH:6][CH:5]=[CH:4][CH:3]=1.[OH:37][N:38]1C2C=CC=CC=2N=N1.Cl.CN(C)CCCN=C=NCC.NO. The catalyst class is: 145. (2) Reactant: [F:1][C:2]1[CH:27]=[CH:26][CH:25]=[CH:24][C:3]=1[CH2:4][C:5]1([O:22][CH3:23])[CH2:10][CH2:9][N:8]([C:11]2[CH:21]=[CH:20][C:14]([C:15]([O:17]CC)=[O:16])=[CH:13][CH:12]=2)[CH2:7][CH2:6]1.[OH-].[Na+].Cl. Product: [F:1][C:2]1[CH:27]=[CH:26][CH:25]=[CH:24][C:3]=1[CH2:4][C:5]1([O:22][CH3:23])[CH2:6][CH2:7][N:8]([C:11]2[CH:21]=[CH:20][C:14]([C:15]([OH:17])=[O:16])=[CH:13][CH:12]=2)[CH2:9][CH2:10]1. The catalyst class is: 12. (3) Reactant: Cl.[NH:2]1[CH2:7][CH2:6][CH:5]([CH2:8][C:9]([O:11][CH2:12][CH3:13])=[O:10])[CH2:4][CH2:3]1.C([O-])([O-])=O.[K+].[K+].Br[C:21]1[CH:26]=[CH:25][CH:24]=[CH:23][N:22]=1. Product: [N:22]1[CH:23]=[CH:24][CH:25]=[CH:26][C:21]=1[N:2]1[CH2:7][CH2:6][CH:5]([CH2:8][C:9]([O:11][CH2:12][CH3:13])=[O:10])[CH2:4][CH2:3]1. The catalyst class is: 18. (4) Reactant: Cl.[CH3:2][C:3]1[S:12][C:11]2[NH:10][C:9]3[CH:13]=[CH:14][CH:15]=[CH:16][C:8]=3[N:7]=[C:6](N)[C:5]=2[CH:4]=1.C(=O)([O-])[O-:19].[K+].[K+]. Product: [CH3:2][C:3]1[S:12][C:11]2[NH:10][C:9]3[CH:13]=[CH:14][CH:15]=[CH:16][C:8]=3[NH:7][C:6](=[O:19])[C:5]=2[CH:4]=1. The catalyst class is: 97. (5) Reactant: [Br:1][C:2]1[C:3](Cl)=[N:4][C:5]([Cl:8])=[N:6][CH:7]=1.[CH3:10][Al](C)C.O.O.O.O.O.C(C(C(C([O-])=O)O)O)([O-])=O.[Na+].[K+]. Product: [Br:1][C:2]1[C:3]([CH3:10])=[N:4][C:5]([Cl:8])=[N:6][CH:7]=1. The catalyst class is: 188. (6) Product: [CH3:1][O:2][C:3]([C:5]1[N:45]([C:40]2[CH:39]=[CH:38][CH:37]=[CH:42][CH:41]=2)[C:7]2[C:12]([C:13](=[O:25])[C:14]=1[CH2:15][C:16]1[CH:21]=[CH:20][C:19]([C:22](=[O:24])[NH:33][CH2:34][CH2:35][OH:36])=[CH:18][CH:17]=1)=[CH:11][CH:10]=[C:9]([Cl:26])[CH:8]=2)=[O:4]. The catalyst class is: 59. Reactant: [CH3:1][O:2][C:3]([C:5]1N(C2C=CC=CC=2)[C:7]2[C:12]([C:13](=[O:25])[C:14]=1[CH2:15][C:16]1[CH:21]=[CH:20][C:19]([C:22]([OH:24])=O)=[CH:18][CH:17]=1)=[CH:11][CH:10]=[C:9]([Cl:26])[CH:8]=2)=[O:4].[NH2:33][CH2:34][CH2:35][OH:36].[CH:37]1[CH:38]=[CH:39][C:40]2[N:45](O)N=N[C:41]=2[CH:42]=1.CCN=C=NCCCN(C)C.CCN(C(C)C)C(C)C.